Task: Predict the reaction yield, written as a fraction of the theoretical maximum amount of product (1.0 means a 100% yield; for example, 0.34 means a 34% yield).. Dataset: Reaction yield outcomes from USPTO patents with 853,638 reactions (1) The reactants are C([O:3][CH2:4][CH2:5][O:6][NH:7][C:8]([C:10]1[CH:11]=[CH:12][C:13]2[S:17][N:16]=[CH:15][C:14]=2[C:18]=1[NH:19][C:20]1[CH:25]=[CH:24][C:23]([I:26])=[CH:22][C:21]=1[F:27])=[O:9])=C.Cl. The catalyst is CO. The product is [OH:3][CH2:4][CH2:5][O:6][NH:7][C:8]([C:10]1[CH:11]=[CH:12][C:13]2[S:17][N:16]=[CH:15][C:14]=2[C:18]=1[NH:19][C:20]1[CH:25]=[CH:24][C:23]([I:26])=[CH:22][C:21]=1[F:27])=[O:9]. The yield is 0.570. (2) The reactants are [CH2:1]([N:8]1[CH2:13][CH2:12][NH:11][CH2:10][CH2:9]1)[C:2]1[CH:7]=[CH:6][CH:5]=[CH:4][CH:3]=1.Cl[C:15]1[CH:20]=[CH:19][C:18]([N+:21]([O-:23])=[O:22])=[CH:17][C:16]=1OC.[C:26]([O-])([O-])=[O:27].[K+].[K+].Cl. The catalyst is CN(C=O)C.O. The product is [CH2:1]([N:8]1[CH2:13][CH2:12][N:11]([C:15]2[CH:16]=[CH:17][C:18]([N+:21]([O-:23])=[O:22])=[C:19]([O:27][CH3:26])[CH:20]=2)[CH2:10][CH2:9]1)[C:2]1[CH:3]=[CH:4][CH:5]=[CH:6][CH:7]=1. The yield is 0.570. (3) The reactants are [C:1]1([C:7]2[CH2:8][O:9][C:10]3[C:15]([C:16]=2[C:17]2[CH:22]=[CH:21][C:20]([OH:23])=[CH:19][CH:18]=2)=[CH:14][CH:13]=[CH:12][CH:11]=3)[CH:6]=[CH:5][CH:4]=[CH:3][CH:2]=1.N1C=CC=CC=1.[F:30][C:31]([F:44])([F:43])[S:32](O[S:32]([C:31]([F:44])([F:43])[F:30])(=[O:34])=[O:33])(=[O:34])=[O:33]. The catalyst is C(Cl)Cl.O. The product is [C:1]1([C:7]2[CH2:8][O:9][C:10]3[C:15]([C:16]=2[C:17]2[CH:18]=[CH:19][C:20]([O:23][S:32]([C:31]([F:44])([F:43])[F:30])(=[O:34])=[O:33])=[CH:21][CH:22]=2)=[CH:14][CH:13]=[CH:12][CH:11]=3)[CH:6]=[CH:5][CH:4]=[CH:3][CH:2]=1. The yield is 0.880. (4) The reactants are [NH2:1][C:2]([C:4]1[CH:8]=[C:7]([C:9]([OH:11])=O)[N:6]([C:12]2[CH:17]=[CH:16][C:15]([F:18])=[C:14]([C:19]#[N:20])[CH:13]=2)[N:5]=1)=[O:3].[N:21]1[CH:26]=[CH:25][CH:24]=[CH:23][CH:22]=1.C(N=[C:31]=[N:32][CH:33]([CH3:35])[CH3:34])(C)C.Cl. The catalyst is CN(C=O)C. The product is [C:19]([C:14]1[CH:13]=[C:12]([N:6]2[C:7]([C:9]([N:21]3[C:23]4[C:24](=[CH:35][C:33]([N:32]5[CH2:31][CH2:9][CH2:7][CH2:8][CH2:4][C:2]5=[O:3])=[CH:34][CH:22]=4)[CH2:25][CH2:26]3)=[O:11])=[CH:8][C:4]([C:2]([NH2:1])=[O:3])=[N:5]2)[CH:17]=[CH:16][C:15]=1[F:18])#[N:20]. The yield is 0.490. (5) The reactants are [CH3:1][O:2][C:3]1[CH:4]=[C:5]2[C:10](=[CH:11][C:12]=1[O:13][CH3:14])[N:9]=[CH:8][CH:7]=[C:6]2[O:15][C:16]1[CH:22]=[CH:21][C:19]([NH2:20])=[CH:18][C:17]=1[O:23][CH3:24].C(N(CC)CC)C.ClC(Cl)(O[C:36](=[O:42])OC(Cl)(Cl)Cl)Cl.[S:44]1[CH:48]=[CH:47][N:46]=[C:45]1[CH:49]([NH2:51])[CH3:50]. The catalyst is C(Cl)(Cl)Cl. The product is [CH3:1][O:2][C:3]1[CH:4]=[C:5]2[C:10](=[CH:11][C:12]=1[O:13][CH3:14])[N:9]=[CH:8][CH:7]=[C:6]2[O:15][C:16]1[CH:22]=[CH:21][C:19]([NH:20][C:36]([NH:51][CH:49]([C:45]2[S:44][CH:48]=[CH:47][N:46]=2)[CH3:50])=[O:42])=[CH:18][C:17]=1[O:23][CH3:24]. The yield is 0.620. (6) The reactants are [CH2:1]([NH2:7])[CH:2]1[O:6][CH2:5][CH2:4][CH2:3]1.[Cl:8][C:9]1[N:14]=[C:13](Cl)[C:12]([Cl:16])=[CH:11][N:10]=1.C(N(CC)CC)C. The catalyst is CO. The product is [Cl:8][C:9]1[N:14]=[C:13]([NH:7][CH2:1][CH:2]2[CH2:3][CH2:4][CH2:5][O:6]2)[C:12]([Cl:16])=[CH:11][N:10]=1. The yield is 0.930. (7) The reactants are [NH2:1][C:2]1[S:3][C:4]2[C:34](=[O:35])[CH2:33][CH2:32][CH2:31][C:5]=2[C:6]=1[C:7]([N:9]1[CH2:14][CH2:13][CH:12]([N:15]2[CH2:30][CH2:29][CH2:28][C:17]3([O:21][C:20](=[O:22])[N:19]([C:23]([CH3:26])([CH3:25])[CH3:24])[C:18]3=[O:27])[CH2:16]2)[CH2:11][CH2:10]1)=[O:8].[CH2:36]([N:38]=[C:39]=[O:40])[CH3:37].C(OC(C)C)(C)C. No catalyst specified. The product is [C:23]([N:19]1[C:18](=[O:27])[C:17]2([CH2:28][CH2:29][CH2:30][N:15]([CH:12]3[CH2:13][CH2:14][N:9]([C:7]([C:6]4[C:5]5[CH2:31][CH2:32][CH2:33][C:34](=[O:35])[C:4]=5[S:3][C:2]=4[NH:1][C:39]([NH:38][CH2:36][CH3:37])=[O:40])=[O:8])[CH2:10][CH2:11]3)[CH2:16]2)[O:21][C:20]1=[O:22])([CH3:26])([CH3:24])[CH3:25]. The yield is 0.540.